Dataset: NCI-60 drug combinations with 297,098 pairs across 59 cell lines. Task: Regression. Given two drug SMILES strings and cell line genomic features, predict the synergy score measuring deviation from expected non-interaction effect. Cell line: NCI-H522. Drug 1: CCC1(CC2CC(C3=C(CCN(C2)C1)C4=CC=CC=C4N3)(C5=C(C=C6C(=C5)C78CCN9C7C(C=CC9)(C(C(C8N6C)(C(=O)OC)O)OC(=O)C)CC)OC)C(=O)OC)O.OS(=O)(=O)O. Drug 2: C1CN(P(=O)(OC1)NCCCl)CCCl. Synergy scores: CSS=1.95, Synergy_ZIP=-1.79, Synergy_Bliss=-0.875, Synergy_Loewe=-1.45, Synergy_HSA=-1.27.